From a dataset of Forward reaction prediction with 1.9M reactions from USPTO patents (1976-2016). Predict the product of the given reaction. The product is: [CH:1]([C:4]1[CH:11]=[CH:10][C:7]([CH2:8][C:12]#[N:13])=[CH:6][CH:5]=1)([CH3:3])[CH3:2]. Given the reactants [CH:1]([C:4]1[CH:11]=[CH:10][C:7]([CH2:8]Cl)=[CH:6][CH:5]=1)([CH3:3])[CH3:2].[C-:12]#[N:13].[Na+].O, predict the reaction product.